This data is from Forward reaction prediction with 1.9M reactions from USPTO patents (1976-2016). The task is: Predict the product of the given reaction. (1) Given the reactants Br[CH:2]([CH3:4])[CH3:3].[CH:5]1[C:14]2[C:9](=[CH:10][CH:11]=[CH:12][CH:13]=2)[CH:8]=[CH:7][C:6]=1[SH:15].C(=O)([O-])[O-].[K+].[K+], predict the reaction product. The product is: [CH:2]([S:15][C:6]1[CH:7]=[CH:8][C:9]2[C:14](=[CH:13][CH:12]=[CH:11][CH:10]=2)[CH:5]=1)([CH3:4])[CH3:3]. (2) The product is: [Br:6][C:7]1[CH:12]=[CH:11][C:10]([CH2:13][CH2:14][N:23]2[CH2:28][CH2:27][CH2:26][CH2:25][CH2:24]2)=[CH:9][CH:8]=1. Given the reactants CS(Cl)(=O)=O.[Br:6][C:7]1[CH:12]=[CH:11][C:10]([CH2:13][CH2:14]O)=[CH:9][CH:8]=1.C(N(CC)CC)C.[NH:23]1[CH2:28][CH2:27][CH2:26][CH2:25][CH2:24]1.C(=O)([O-])[O-].[K+].[K+], predict the reaction product. (3) Given the reactants [F:1][C:2]1[C:11]([OH:12])=[CH:10][CH:9]=[C:8]([F:13])[C:3]=1[C:4]([O:6][CH3:7])=[O:5].N1C=CC=CC=1.[S:20](O[S:20]([C:23]([F:26])([F:25])[F:24])(=[O:22])=[O:21])([C:23]([F:26])([F:25])[F:24])(=[O:22])=[O:21].Cl, predict the reaction product. The product is: [F:1][C:2]1[C:11]([O:12][S:20]([C:23]([F:26])([F:25])[F:24])(=[O:22])=[O:21])=[CH:10][CH:9]=[C:8]([F:13])[C:3]=1[C:4]([O:6][CH3:7])=[O:5]. (4) Given the reactants [O:1]1[C:10]2[CH:9]=[C:8]([CH:11]=O)[N:7]=[CH:6][C:5]=2[O:4][CH2:3][CH2:2]1.[C:13]1([CH2:19][N:20]2[CH2:25][CH2:24][O:23][CH:22]([CH2:26][NH2:27])[CH2:21]2)[CH:18]=[CH:17][CH:16]=[CH:15][CH:14]=1, predict the reaction product. The product is: [O:1]1[C:10]2[CH:9]=[C:8]([CH2:11][NH:27][CH2:26][CH:22]3[O:23][CH2:24][CH2:25][N:20]([CH2:19][C:13]4[CH:18]=[CH:17][CH:16]=[CH:15][CH:14]=4)[CH2:21]3)[N:7]=[CH:6][C:5]=2[O:4][CH2:3][CH2:2]1. (5) Given the reactants [Br:1][C:2]1[CH:7]=[C:6]([F:8])[CH:5]=[C:4]([Br:9])[C:3]=1[CH2:10][OH:11].N1C=CC=CC=1.[C:18](Cl)(=[O:20])[CH3:19], predict the reaction product. The product is: [C:18]([O:11][CH2:10][C:3]1[C:2]([Br:1])=[CH:7][C:6]([F:8])=[CH:5][C:4]=1[Br:9])(=[O:20])[CH3:19]. (6) Given the reactants [Cl:1][C:2]1[CH:7]=[CH:6][C:5]([F:8])=[CH:4][C:3]=1[NH:9][C:10](=[O:18])[CH:11]([CH3:17])[C:12]([O:14]CC)=[O:13], predict the reaction product. The product is: [Cl:1][C:2]1[CH:7]=[CH:6][C:5]([F:8])=[CH:4][C:3]=1[NH:9][C:10](=[O:18])[CH:11]([CH3:17])[C:12]([OH:14])=[O:13].